Dataset: Forward reaction prediction with 1.9M reactions from USPTO patents (1976-2016). Task: Predict the product of the given reaction. Given the reactants [CH3:1][C:2]1[CH:11]=[CH:10][C:9]2[CH:8]=[CH:7][C:6]3[O:12][CH2:13][CH2:14][NH:15][C:5]=3[C:4]=2[N:3]=1.CCN(CC)CC.[C:23](Cl)(=[O:25])[CH3:24], predict the reaction product. The product is: [CH3:1][C:2]1[CH:11]=[CH:10][C:9]2[CH:8]=[CH:7][C:6]3[O:12][CH2:13][CH2:14][N:15]([C:23](=[O:25])[CH3:24])[C:5]=3[C:4]=2[N:3]=1.